This data is from Catalyst prediction with 721,799 reactions and 888 catalyst types from USPTO. The task is: Predict which catalyst facilitates the given reaction. (1) Reactant: [CH2:1]1[C@@H:6]([CH2:7][NH2:8])[O:5][C@H:4]([O:9][C@H:10]2[C@H:15]([OH:16])[C@@H:14]([O:17][C@H:18]3[O:23][C@H:22]([CH2:24][OH:25])[C@@H:21]([OH:26])[C@H:20]([NH2:27])[C@H:19]3[OH:28])[C@H:13]([NH:29][C:30]([C@@H:32]([OH:36])[CH2:33][CH2:34][NH2:35])=[O:31])[CH2:12][C@@H:11]2[NH2:37])[C@H:3]([NH2:38])[CH2:2]1.[ClH:39]. Product: [CH2:1]1[C@@H:6]([CH2:7][NH2:8])[O:5][C@H:4]([O:9][C@H:10]2[C@H:15]([OH:16])[C@@H:14]([O:17][C@H:18]3[O:23][C@H:22]([CH2:24][OH:25])[C@@H:21]([OH:26])[C@H:20]([NH2:27])[C@H:19]3[OH:28])[C@H:13]([NH:29][C:30]([C@@H:32]([OH:36])[CH2:33][CH2:34][NH2:35])=[O:31])[CH2:12][C@@H:11]2[NH2:37])[C@H:3]([NH2:38])[CH2:2]1.[ClH:39]. The catalyst class is: 6. (2) Product: [Cl:1][C:2]1[CH:7]=[CH:6][CH:5]=[CH:4][C:3]=1[C:8]1[C:17]([CH2:18][OH:19])=[CH:16][C:15]2[C:10](=[C:11]([Cl:20])[CH:12]=[CH:13][CH:14]=2)[N:9]=1. The catalyst class is: 1. Reactant: [Cl:1][C:2]1[CH:7]=[CH:6][CH:5]=[CH:4][C:3]=1[C:8]1[C:17]([CH:18]=[O:19])=[CH:16][C:15]2[C:10](=[C:11]([Cl:20])[CH:12]=[CH:13][CH:14]=2)[N:9]=1.[BH4-].[Na+].